Dataset: Full USPTO retrosynthesis dataset with 1.9M reactions from patents (1976-2016). Task: Predict the reactants needed to synthesize the given product. (1) Given the product [N:58]1([C:8]2[CH:13]=[CH:12][N:11]=[C:10]3[N:14]([S:29]([C:32]4[CH:37]=[CH:36][C:35]([CH3:38])=[CH:34][CH:33]=4)(=[O:31])=[O:30])[C:15]([C:17]4[C:25]5[C:20](=[CH:21][CH:22]=[C:23]([O:26][CH3:27])[CH:24]=5)[N:19]([CH3:28])[CH:18]=4)=[CH:16][C:9]=23)[CH2:59][CH2:1][O:4][CH2:52][CH2:53]1, predict the reactants needed to synthesize it. The reactants are: [C:1](=[O:4])([O-])[O-].[Cs+].[Cs+].Cl[C:8]1[CH:13]=[CH:12][N:11]=[C:10]2[N:14]([S:29]([C:32]3[CH:37]=[CH:36][C:35]([CH3:38])=[CH:34][CH:33]=3)(=[O:31])=[O:30])[C:15]([C:17]3[C:25]4[C:20](=[CH:21][CH:22]=[C:23]([O:26][CH3:27])[CH:24]=4)[N:19]([CH3:28])[CH:18]=3)=[CH:16][C:9]=12.C1(P(C2CCCCC2)C2C=CC=CC=2[C:52]2C=CC=C[C:53]=2[N:58](C)[CH3:59])CCCCC1. (2) Given the product [Cl:1][C:2]1[C:3]([N:11]2[CH2:12][CH2:13][CH:14]([C:17]([O:19][CH3:20])=[O:18])[CH2:15][CH2:16]2)=[N:4][CH:5]=[C:6]([CH:10]=1)[C:7]([O:9][C:27]([CH3:30])([CH3:29])[CH3:28])=[O:8], predict the reactants needed to synthesize it. The reactants are: [Cl:1][C:2]1[C:3]([N:11]2[CH2:16][CH2:15][CH:14]([C:17]([O:19][CH3:20])=[O:18])[CH2:13][CH2:12]2)=[N:4][CH:5]=[C:6]([CH:10]=1)[C:7]([OH:9])=[O:8].C(NC(=NC(C)C)O[C:27]([CH3:30])([CH3:29])[CH3:28])(C)C. (3) Given the product [CH3:1][N:2]([CH2:3][CH2:4][CH:5]([OH:6])[C:7]1[CH:12]=[CH:11][CH:10]=[CH:9][CH:8]=1)[C:23](=[O:25])[CH3:24], predict the reactants needed to synthesize it. The reactants are: [CH3:1][NH:2][CH2:3][CH2:4][CH:5]([C:7]1[CH:12]=[CH:11][CH:10]=[CH:9][CH:8]=1)[OH:6].ClCCl.C(N(CC)CC)C.[C:23](Cl)(=[O:25])[CH3:24]. (4) Given the product [Cl:1][C:2]1[CH:3]=[C:4]2[C:8](=[CH:9][CH:10]=1)[N:7]([CH2:11][C:12]([OH:14])=[O:13])[C:6]([CH3:16])=[C:5]2[CH2:17][C:18]1[CH:23]=[CH:22][C:21](=[O:24])[N:20]([CH2:25][C:26]2[CH:31]=[C:30]([F:32])[C:29]([F:33])=[CH:28][C:27]=2[F:34])[CH:19]=1, predict the reactants needed to synthesize it. The reactants are: [Cl:1][C:2]1[CH:3]=[C:4]2[C:8](=[CH:9][CH:10]=1)[N:7]([CH2:11][C:12]([O:14]C)=[O:13])[C:6]([CH3:16])=[C:5]2[CH2:17][C:18]1[CH:23]=[CH:22][C:21](=[O:24])[N:20]([CH2:25][C:26]2[CH:31]=[C:30]([F:32])[C:29]([F:33])=[CH:28][C:27]=2[F:34])[CH:19]=1.O.[OH-].[Li+]. (5) Given the product [C:32]([O:31][C:29]([N:36]1[CH2:39][CH:38]([C:1]2[CH:6]=[CH:5][CH:4]=[CH:3][CH:2]=2)[CH2:37]1)=[O:30])([CH3:35])([CH3:33])[CH3:34], predict the reactants needed to synthesize it. The reactants are: [C:1]1(B(O)O)[CH:6]=[CH:5][CH:4]=[CH:3][CH:2]=1.Cl.N[C@@H]1CCCC[C@H]1O.C[Si](C)(C)N[Si](C)(C)C.[Na].[C:29]([N:36]1[CH2:39][CH:38](I)[CH2:37]1)([O:31][C:32]([CH3:35])([CH3:34])[CH3:33])=[O:30]. (6) Given the product [CH3:1][CH:2]1[C:7]2[CH:8]=[CH:9][O:10][C:6]=2[CH2:5][CH2:4][NH:3]1, predict the reactants needed to synthesize it. The reactants are: [CH3:1][C:2]1[C:7]2[CH:8]=[CH:9][O:10][C:6]=2[CH2:5][CH2:4][N:3]=1.C(O[BH-](OC(=O)C)OC(=O)C)(=O)C.[Na+].